From a dataset of CYP1A2 inhibition data for predicting drug metabolism from PubChem BioAssay. Regression/Classification. Given a drug SMILES string, predict its absorption, distribution, metabolism, or excretion properties. Task type varies by dataset: regression for continuous measurements (e.g., permeability, clearance, half-life) or binary classification for categorical outcomes (e.g., BBB penetration, CYP inhibition). Dataset: cyp1a2_veith. (1) The drug is COc1ccc2c(=O)c(-c3ccccc3)c(C)oc2c1. The result is 1 (inhibitor). (2) The drug is CCCCCCC[N+](CC)(CC)CCCCc1ccc(Cl)cc1.Cc1ccc(S(=O)(=O)[O-])cc1. The result is 0 (non-inhibitor). (3) The drug is CCOC(=O)c1cnc(-c2ccccc2)nc1Oc1ccc(Cl)c(Cl)c1. The result is 1 (inhibitor). (4) The drug is FC(F)(F)c1ccccc1-c1cc(NCc2cccs2)ncn1. The result is 1 (inhibitor). (5) The drug is CN1CCN(NC(=O)c2ccccc2F)CC1. The result is 0 (non-inhibitor). (6) The compound is Cc1c(-n2cc(C(=O)c3cc(Cl)ccc3O)cc(C#N)c2=O)c(=O)n(-c2ccccc2)n1C. The result is 0 (non-inhibitor).